This data is from Aqueous solubility values for 9,982 compounds from the AqSolDB database. The task is: Regression/Classification. Given a drug SMILES string, predict its absorption, distribution, metabolism, or excretion properties. Task type varies by dataset: regression for continuous measurements (e.g., permeability, clearance, half-life) or binary classification for categorical outcomes (e.g., BBB penetration, CYP inhibition). For this dataset (solubility_aqsoldb), we predict Y. (1) The drug is CCOCN(C(=O)CCl)c1c(C)cccc1CC. The Y is -3.08 log mol/L. (2) The molecule is O=C(NC(=O)c1c(F)cccc1F)Nc1cc(Cl)c(OC(F)(F)C(F)F)c(Cl)c1. The Y is -5.82 log mol/L.